This data is from Forward reaction prediction with 1.9M reactions from USPTO patents (1976-2016). The task is: Predict the product of the given reaction. The product is: [CH3:8][CH2:9][O:11][C:34]([CH3:35])=[O:39].[CH3:42][CH2:41][N:43]([CH2:46][CH3:47])[CH2:44][CH3:45]. Given the reactants C(C1C=[C:9]([O:11]C)[CH:8]=C(C2C(O)=C(C(C)(C)C)C=C(OC)C=2)C=1O)(C)(C)C.C1(O)C(C2[C:34]([OH:39])=[CH:35]C=CC=2)=CC=CC=1.[CH2:41]([N:43]([CH2:46][CH3:47])[CH2:44][CH3:45])[CH3:42].P(Cl)([O-])[O-], predict the reaction product.